Dataset: Full USPTO retrosynthesis dataset with 1.9M reactions from patents (1976-2016). Task: Predict the reactants needed to synthesize the given product. (1) The reactants are: Cl.CN(C)CCCN=C=NCC.[C:13](/[CH:15]=[CH:16]/[S:17]([C:20]1[CH:25]=[CH:24][C:23]([C:26]([CH3:31])([CH3:30])[C:27]([OH:29])=O)=[CH:22][CH:21]=1)(=[O:19])=[O:18])#[N:14].[NH2:32][C@@H:33]([C:36]1[CH:41]=[CH:40][CH:39]=[CH:38][CH:37]=1)[CH2:34][OH:35].ON1C2C=CC=CC=2N=N1. Given the product [C:13](/[CH:15]=[CH:16]/[S:17]([C:20]1[CH:21]=[CH:22][C:23]([C:26]([CH3:31])([CH3:30])[C:27]([NH:32][C@@H:33]([C:36]2[CH:41]=[CH:40][CH:39]=[CH:38][CH:37]=2)[CH2:34][OH:35])=[O:29])=[CH:24][CH:25]=1)(=[O:18])=[O:19])#[N:14], predict the reactants needed to synthesize it. (2) Given the product [CH3:7][C:2]([N:8]1[CH2:13][CH2:12][CH:11]([CH2:14][C:15]2[N:16]([CH3:40])[C:17]3[C:22]([N:23]=2)=[C:21]([N:24]2[CH2:25][CH2:26][O:27][CH2:28][CH2:29]2)[N:20]=[C:19]([N:30]2[C:34]4[CH:35]=[CH:36][CH:37]=[CH:38][C:33]=4[N:32]=[C:31]2[CH3:39])[N:18]=3)[CH2:10][CH2:9]1)([CH3:1])[C:3]([OH:5])=[O:4], predict the reactants needed to synthesize it. The reactants are: [CH3:1][C:2]([N:8]1[CH2:13][CH2:12][CH:11]([CH2:14][C:15]2[N:16]([CH3:40])[C:17]3[C:22]([N:23]=2)=[C:21]([N:24]2[CH2:29][CH2:28][O:27][CH2:26][CH2:25]2)[N:20]=[C:19]([N:30]2[C:34]4[CH:35]=[CH:36][CH:37]=[CH:38][C:33]=4[N:32]=[C:31]2[CH3:39])[N:18]=3)[CH2:10][CH2:9]1)([CH3:7])[C:3]([O:5]C)=[O:4].[OH-].[Li+]. (3) Given the product [CH3:1][O:2][C:3]([C@H:5]1[CH2:9][C@@H:8]([OH:10])[CH2:7][N:6]1[C:24]([C:18]1[CH:23]=[CH:22][CH:21]=[CH:20][CH:19]=1)([C:31]1[CH:32]=[CH:33][CH:34]=[CH:35][CH:36]=1)[C:25]1[CH:26]=[CH:27][CH:28]=[CH:29][CH:30]=1)=[O:4], predict the reactants needed to synthesize it. The reactants are: [CH3:1][O:2][C:3]([C@H:5]1[CH2:9][C@@H:8]([OH:10])[CH2:7][NH:6]1)=[O:4].C(N(CC)CC)C.[C:18]1([C:24](Cl)([C:31]2[CH:36]=[CH:35][CH:34]=[CH:33][CH:32]=2)[C:25]2[CH:30]=[CH:29][CH:28]=[CH:27][CH:26]=2)[CH:23]=[CH:22][CH:21]=[CH:20][CH:19]=1. (4) Given the product [CH2:11]([O:10][C:8]([C:3]1[C:2]([NH2:1])=[CH:7][CH:6]=[C:5]([Br:18])[N:4]=1)=[O:9])[CH3:12], predict the reactants needed to synthesize it. The reactants are: [NH2:1][C:2]1[C:3]([C:8]([O:10][CH2:11][CH3:12])=[O:9])=[N:4][CH:5]=[CH:6][CH:7]=1.S(=O)(=O)(O)O.[Br:18]Br.